This data is from Catalyst prediction with 721,799 reactions and 888 catalyst types from USPTO. The task is: Predict which catalyst facilitates the given reaction. (1) Reactant: C(OC(=O)[NH:7][CH2:8][CH2:9][C@@H:10]([OH:15])[C:11]([CH3:14])([CH3:13])[CH3:12])(C)(C)C.Cl. Product: [NH2:7][CH2:8][CH2:9][C@@H:10]([OH:15])[C:11]([CH3:14])([CH3:13])[CH3:12]. The catalyst class is: 12. (2) Reactant: C1(C)C=CC(S(O)(=O)=O)=CC=1.[NH2:12][C:13]([CH2:17][C:18]#[N:19])(O)C#N.[NH3:20].O1CCCC1.C(C(CC)(CC)C([O-])([O-])[O-])C.[CH2:37]([N:39](CC)CC)[CH3:38].[CH3:44]N. Product: [NH2:20][C:13]1[N:12]([CH3:44])[C:37]([CH3:38])=[N:39][C:17]=1[C:18]#[N:19]. The catalyst class is: 10. (3) Reactant: [F:1][CH2:2][CH2:3][O:4][C:5]1[N:23]=[C:22]([NH:24][CH3:25])[C:21]([N+:26]([O-])=O)=[CH:20][C:6]=1[C:7]([NH:9][C@H:10]1[CH2:15][CH2:14][C@H:13]([C:16]([F:19])([F:18])[F:17])[CH2:12][CH2:11]1)=[O:8].CO. Product: [NH2:26][C:21]1[C:22]([NH:24][CH3:25])=[N:23][C:5]([O:4][CH2:3][CH2:2][F:1])=[C:6]([CH:20]=1)[C:7]([NH:9][C@H:10]1[CH2:15][CH2:14][C@H:13]([C:16]([F:18])([F:17])[F:19])[CH2:12][CH2:11]1)=[O:8]. The catalyst class is: 814. (4) Reactant: [F:1][CH2:2][CH2:3][NH:4][C:5](=[O:11])[O:6][C:7]([CH3:10])([CH3:9])[CH3:8].[H-].[Na+].I[CH3:15]. Product: [F:1][CH2:2][CH2:3][N:4]([CH3:15])[C:5](=[O:11])[O:6][C:7]([CH3:8])([CH3:10])[CH3:9]. The catalyst class is: 1. (5) The catalyst class is: 1. Reactant: [F:1][C:2]1[CH:7]=[C:6]([Si:8]([CH3:11])([CH3:10])[CH3:9])[CH:5]=[CH:4][C:3]=1[NH2:12].[Li+].C[Si]([N-][Si](C)(C)C)(C)C.Cl[C:24]1[N:32]=[C:31]([Cl:33])[CH:30]=[CH:29][C:25]=1[C:26]([OH:28])=[O:27]. Product: [Cl:33][C:31]1[CH:30]=[CH:29][C:25]([C:26]([OH:28])=[O:27])=[C:24]([NH:12][C:3]2[CH:4]=[CH:5][C:6]([Si:8]([CH3:9])([CH3:11])[CH3:10])=[CH:7][C:2]=2[F:1])[N:32]=1. (6) Reactant: C(OC([N:8]1[C@@H:12]([CH2:13][C:14]2[CH:19]=[CH:18][C:17]([O:20][CH2:21][C:22]3[CH:27]=[CH:26][CH:25]=[CH:24][CH:23]=3)=[C:16]([N+:28]([O-:30])=[O:29])[CH:15]=2)[CH2:11][O:10]C1(C)C)=O)(C)(C)C.[ClH:33]. Product: [ClH:33].[NH2:8][C@@H:12]([CH2:13][C:14]1[CH:19]=[CH:18][C:17]([O:20][CH2:21][C:22]2[CH:23]=[CH:24][CH:25]=[CH:26][CH:27]=2)=[C:16]([N+:28]([O-:30])=[O:29])[CH:15]=1)[CH2:11][OH:10]. The catalyst class is: 5. (7) Reactant: [H-].[Na+].N#N.CN1C(=O)CCC1.[C:12]([O:16][CH2:17][C@@H:18]([OH:20])[CH3:19])([CH3:15])([CH3:14])[CH3:13].F[C:22]1[CH:23]=[C:24]([CH:27]=[C:28]([O:30][C:31]2[CH:36]=[CH:35][C:34]([S:37]([CH3:40])(=[O:39])=[O:38])=[CH:33][CH:32]=2)[CH:29]=1)[C:25]#[N:26].[OH-].[Na+]. Product: [C:12]([O:16][CH2:17][C@H:18]([CH3:19])[O:20][C:22]1[CH:23]=[C:24]([CH:27]=[C:28]([O:30][C:31]2[CH:36]=[CH:35][C:34]([S:37]([CH3:40])(=[O:38])=[O:39])=[CH:33][CH:32]=2)[CH:29]=1)[C:25]#[N:26])([CH3:15])([CH3:14])[CH3:13]. The catalyst class is: 226. (8) Product: [NH:6]1[CH2:7][CH2:8][CH2:9][CH2:10][C:5]1=[CH:4][C:11]#[N:12]. Reactant: COC(=O)[C:4]([C:11]#[N:12])=[C:5]1[CH2:10][CH2:9][CH2:8][CH2:7][NH:6]1.Cl. The catalyst class is: 74.